Dataset: Forward reaction prediction with 1.9M reactions from USPTO patents (1976-2016). Task: Predict the product of the given reaction. (1) Given the reactants C(O)(=O)CC(CC(O)=O)(C(O)=O)O.C1(C(=[N:27][CH:28]([CH2:36][C:37]2[CH:42]=[CH:41][C:40]([O:43][C:44]([F:47])([F:46])[F:45])=[CH:39][CH:38]=2)[C:29]([O:31][C:32]([CH3:35])([CH3:34])[CH3:33])=[O:30])C2C=CC=CC=2)C=CC=CC=1, predict the reaction product. The product is: [NH2:27][CH:28]([CH2:36][C:37]1[CH:38]=[CH:39][C:40]([O:43][C:44]([F:45])([F:46])[F:47])=[CH:41][CH:42]=1)[C:29]([O:31][C:32]([CH3:33])([CH3:34])[CH3:35])=[O:30]. (2) Given the reactants [Cl:1][C:2]1[CH:7]=[CH:6][N:5]=[C:4]([C:8](Cl)=[O:9])[CH:3]=1.[CH3:11][NH2:12], predict the reaction product. The product is: [Cl:1][C:2]1[CH:7]=[CH:6][N:5]=[C:4]([C:8]([NH:12][CH3:11])=[O:9])[CH:3]=1. (3) Given the reactants [CH2:1](OS(C1C=CC=CC=1)(=O)=O)[CH2:2][CH2:3][CH2:4][CH2:1][CH2:2][CH2:3][CH2:4][CH2:1][CH2:2][CH2:3][CH3:4].[Na].[C:24](#[N:27])[CH:25]=[CH2:26].[C:28]([O:35][CH2:36][CH2:37][CH2:38][CH3:39])(=[O:34])/[CH:29]=[CH:30]/[C:31]([O-:33])=[O:32].C=CC=C.[O-]O.C1(C(C)C)C=CC=CC=1.C1(C=CC(O)=CC=1)O, predict the reaction product. The product is: [CH2:1]=[CH:2][CH:3]=[CH2:4].[C:24](#[N:27])[CH:25]=[CH2:26].[C:28]([O:35][CH2:36][CH2:37][CH2:38][CH3:39])(=[O:34])/[CH:29]=[CH:30]/[C:31]([O-:33])=[O:32]. (4) Given the reactants [CH3:1][N:2]1[C:6](C2C=NC3C4C=C(CC([O-])=O)C=CC=4NC=3C=2)=[C:5]([CH3:24])[N:4]=[N:3]1.Br[C:26]1[CH:38]=[N:37][C:36]2[C:35]3[C:34]([O:39][CH3:40])=[CH:33][C:32]([C:41]([O:43][CH3:44])=[O:42])=[CH:31][C:30]=3[NH:29][C:28]=2[CH:27]=1.CN1C([Sn](CCCC)(CCCC)CCCC)=C(C)N=N1, predict the reaction product. The product is: [CH3:1][N:2]1[C:6]([C:26]2[CH:38]=[N:37][C:36]3[C:35]4[C:34]([O:39][CH3:40])=[CH:33][C:32]([C:41]([O:43][CH3:44])=[O:42])=[CH:31][C:30]=4[NH:29][C:28]=3[CH:27]=2)=[C:5]([CH3:24])[N:4]=[N:3]1. (5) Given the reactants [O:1]1[C:5]2[CH:6]=[CH:7][C:8]([C:10]([NH:12][NH2:13])=[O:11])=[CH:9][C:4]=2[CH:3]=[CH:2]1.[CH3:14][O:15][C:16]1[CH:21]=[CH:20][C:19]([CH2:22][C:23](O)=O)=[CH:18][CH:17]=1, predict the reaction product. The product is: [O:1]1[C:5]2[CH:6]=[CH:7][C:8]([C:10]3[O:11][C:23]([CH2:22][C:19]4[CH:20]=[CH:21][C:16]([O:15][CH3:14])=[CH:17][CH:18]=4)=[N:13][N:12]=3)=[CH:9][C:4]=2[CH:3]=[CH:2]1.